This data is from Reaction yield outcomes from USPTO patents with 853,638 reactions. The task is: Predict the reaction yield, written as a fraction of the theoretical maximum amount of product (1.0 means a 100% yield; for example, 0.34 means a 34% yield). (1) The reactants are CN(C(ON1N=NC2C=CC=NC1=2)=[N+](C)C)C.F[P-](F)(F)(F)(F)F.CCN(C(C)C)C(C)C.[CH:34]([C:36]1[CH:41]=[CH:40][C:39](/[CH:42]=[CH:43]/[C:44]#[C:45][C:46]2[CH:54]=[CH:53][C:49]([C:50]([OH:52])=O)=[CH:48][CH:47]=2)=[CH:38][CH:37]=1)=[O:35].Cl.[CH3:56][NH:57][C:58](=[O:66])[C@H:59]([C:62](=[O:65])[O:63][CH3:64])[NH:60][CH3:61]. The catalyst is O.C(OCC)(=O)C.CN(C=O)C. The product is [CH:34]([C:36]1[CH:37]=[CH:38][C:39](/[CH:42]=[CH:43]/[C:44]#[C:45][C:46]2[CH:47]=[CH:48][C:49]([C:50](=[O:52])[N:60]([CH:59]([C:58]([NH:57][CH3:56])=[O:66])[C:62]([O:63][CH3:64])=[O:65])[CH3:61])=[CH:53][CH:54]=2)=[CH:40][CH:41]=1)=[O:35]. The yield is 0.740. (2) The reactants are Br[C:2]1[CH:3]=[C:4]([C:9]([O:11][CH3:12])=[O:10])[S:5][C:6]=1[CH2:7][CH3:8].C(=O)([O-])[O-].[K+].[K+].[CH3:19][N:20]1[C:24](B2OC(C)(C)C(C)(C)O2)=[CH:23][CH:22]=[N:21]1. The catalyst is CC(C)([P](C(C)(C)C)([Pd][P](C(C)(C)C)(C(C)(C)C)C(C)(C)C)C(C)(C)C)C. The product is [CH2:7]([C:6]1[S:5][C:4]([C:9]([O:11][CH3:12])=[O:10])=[CH:3][C:2]=1[C:24]1[N:20]([CH3:19])[N:21]=[CH:22][CH:23]=1)[CH3:8]. The yield is 1.00.